From a dataset of Forward reaction prediction with 1.9M reactions from USPTO patents (1976-2016). Predict the product of the given reaction. (1) Given the reactants Cl.[NH2:2][C@@H:3]1[CH2:8][CH2:7][C@H:6]([NH:9][C:10]([C:12]2[C:16]3=[N:17][CH:18]=[CH:19][C:20]([C:21]4[C:29]5[O:28][CH2:27][O:26][C:25]=5[CH:24]=[CH:23][C:22]=4[O:30][CH2:31][CH:32]4[CH2:34][CH2:33]4)=[C:15]3[NH:14][C:13]=2[CH3:35])=[O:11])[CH2:5][CH2:4]1.C([O:39][C@@H:40]([CH3:44])[C:41](Cl)=[O:42])(=O)C, predict the reaction product. The product is: [CH:32]1([CH2:31][O:30][C:22]2[CH:23]=[CH:24][C:25]3[O:26][CH2:27][O:28][C:29]=3[C:21]=2[C:20]2[CH:19]=[CH:18][N:17]=[C:16]3[C:12]([C:10]([NH:9][C@H:6]4[CH2:7][CH2:8][C@@H:3]([NH:2][C:41](=[O:42])[C@@H:40]([OH:39])[CH3:44])[CH2:4][CH2:5]4)=[O:11])=[C:13]([CH3:35])[NH:14][C:15]=23)[CH2:33][CH2:34]1. (2) Given the reactants CN(C([O:8]N1N=NC2C=CC=NC1=2)=[N+](C)C)C.F[P-](F)(F)(F)(F)F.ClC(Cl)C.[C:29]([C:33]1[CH:41]=[CH:40][C:36]([C:37]([OH:39])=[O:38])=[C:35]([NH:42][C@H:43]2[CH2:48][CH2:47][CH2:46][CH2:45][C@@H:44]2[N:49]2[CH2:53][CH2:52][CH2:51][CH2:50]2)[CH:34]=1)([CH3:32])([CH3:31])[CH3:30].[NH2:54][C:55]1[CH:64]=[C:63]2[C:58]([CH2:59][CH2:60][C:61](=[O:66])[N:62]2[CH3:65])=[CH:57][CH:56]=1.[OH-:67].[Na+], predict the reaction product. The product is: [C:37]([OH:39])(=[O:38])/[CH:36]=[CH:35]/[C:34]([OH:8])=[O:67].[C:29]([C:33]1[CH:41]=[CH:40][C:36]([C:37]([NH:54][C:55]2[CH:64]=[C:63]3[C:58]([CH2:59][CH2:60][C:61](=[O:66])[N:62]3[CH3:65])=[CH:57][CH:56]=2)=[O:38])=[C:35]([NH:42][C@H:43]2[CH2:48][CH2:47][CH2:46][CH2:45][C@@H:44]2[N:49]2[CH2:50][CH2:51][CH2:52][CH2:53]2)[CH:34]=1)([CH3:32])([CH3:31])[CH3:30]. (3) Given the reactants C([O:3][C:4]([C:6]1[NH:7][C:8]2[C:13]([CH:14]=1)=[CH:12][C:11](Br)=[CH:10][CH:9]=2)=[O:5])C.[C:16]([C:20]1[CH:25]=[CH:24][C:23](B(O)O)=[CH:22][CH:21]=1)([CH3:19])([CH3:18])[CH3:17].[Cl:29][C:30]1[CH:31]=[C:32]([CH:35]=[CH:36][CH:37]=1)[CH2:33]Cl.[NH2:38][C:39]1[CH:40]=[C:41]([CH:45]=[CH:46][C:47]=1[CH3:48])[C:42]([NH2:44])=[O:43], predict the reaction product. The product is: [NH2:38][C:39]1[CH:40]=[C:41]([CH:45]=[CH:46][C:47]=1[CH3:48])[C:42]([NH:44][C:14]1[C:13]2[C:8](=[CH:9][CH:10]=[C:11]([C:23]3[CH:24]=[CH:25][C:20]([C:16]([CH3:19])([CH3:18])[CH3:17])=[CH:21][CH:22]=3)[CH:12]=2)[N:7]([CH2:33][C:32]2[CH:35]=[CH:36][CH:37]=[C:30]([Cl:29])[CH:31]=2)[C:6]=1[C:4]([OH:3])=[O:5])=[O:43]. (4) Given the reactants [CH3:1][O:2][C:3]1[CH:4]=[C:5]2[C:10](=[CH:11][CH:12]=1)[CH:9](O)[CH2:8][CH2:7][CH2:6]2.P(Cl)(Cl)(Cl)=O.CN(C)[CH:21]=[O:22], predict the reaction product. The product is: [CH3:1][O:2][C:3]1[CH:4]=[C:5]2[C:10](=[CH:11][CH:12]=1)[CH:9]=[C:8]([CH:21]=[O:22])[CH2:7][CH2:6]2. (5) Given the reactants [Br:1][C:2]1[CH:3]=[C:4]([S:8]([N:11]2[CH:15]=[CH:14][C:13](/[CH:16]=[CH:17]/[C:18]([OH:20])=O)=[CH:12]2)(=[O:10])=[O:9])[CH:5]=[CH:6][CH:7]=1.CN(C=O)C.C1C=CC2N(O)N=NC=2C=1.O.[C:37]([O:41][C:42](=[O:51])[NH:43][C:44]1[CH:49]=[CH:48][CH:47]=[CH:46][C:45]=1[NH2:50])([CH3:40])([CH3:39])[CH3:38], predict the reaction product. The product is: [C:37]([O:41][C:42](=[O:51])[NH:43][C:44]1[CH:49]=[CH:48][CH:47]=[CH:46][C:45]=1[NH:50][C:18](=[O:20])/[CH:17]=[CH:16]/[C:13]1[CH:14]=[CH:15][N:11]([S:8]([C:4]2[CH:5]=[CH:6][CH:7]=[C:2]([Br:1])[CH:3]=2)(=[O:9])=[O:10])[CH:12]=1)([CH3:40])([CH3:38])[CH3:39]. (6) Given the reactants [CH3:1][S-:2].[Na+].Br[C:5]1[CH:14]=[CH:13][C:8]([C:9]([O:11][CH3:12])=[O:10])=[C:7]([Cl:15])[CH:6]=1.Cl, predict the reaction product. The product is: [Cl:15][C:7]1[CH:6]=[C:5]([S:2][CH3:1])[CH:14]=[CH:13][C:8]=1[C:9]([O:11][CH3:12])=[O:10]. (7) The product is: [CH2:11]([NH:1][CH2:2][CH2:3][C:4]1[CH:9]=[CH:8][C:7]([OH:10])=[CH:6][CH:5]=1)[C:12]1[CH:17]=[CH:16][CH:15]=[CH:14][CH:13]=1. Given the reactants [NH2:1][CH2:2][CH2:3][C:4]1[CH:9]=[CH:8][C:7]([OH:10])=[CH:6][CH:5]=1.[CH:11](=O)[C:12]1[CH:17]=[CH:16][CH:15]=[CH:14][CH:13]=1.CO, predict the reaction product.